Dataset: Reaction yield outcomes from USPTO patents with 853,638 reactions. Task: Predict the reaction yield, written as a fraction of the theoretical maximum amount of product (1.0 means a 100% yield; for example, 0.34 means a 34% yield). (1) The reactants are [CH2:1]([O:8][C:9]1[C:10]([CH2:18][CH3:19])=[CH:11][C:12](Br)=[C:13]([O:15][CH3:16])[CH:14]=1)[C:2]1[CH:7]=[CH:6][CH:5]=[CH:4][CH:3]=1.C([Li])CCC.[B:25](OCC)([O:29]CC)[O:26]CC. The catalyst is C1COCC1. The product is [CH2:1]([O:8][C:9]1[C:10]([CH2:18][CH3:19])=[CH:11][C:12]([B:25]([OH:29])[OH:26])=[C:13]([O:15][CH3:16])[CH:14]=1)[C:2]1[CH:7]=[CH:6][CH:5]=[CH:4][CH:3]=1. The yield is 0.640. (2) The reactants are [F:1][C:2]1[CH:28]=[CH:27][C:5]([CH2:6][N:7]2[C:19](=[O:20])[C:18]3[C:17]([O:21][CH2:22][O:23][CH3:24])=[C:16]4[C:11]([CH:12]=[CH:13][CH:14]=[N:15]4)=[C:10]([OH:25])[C:9]=3[C:8]2=[O:26])=[CH:4][CH:3]=1.C(N(C(C)C)CC)(C)C.[S:38](O[S:38]([C:41]([F:44])([F:43])[F:42])(=[O:40])=[O:39])([C:41]([F:44])([F:43])[F:42])(=[O:40])=[O:39]. The catalyst is ClCCl. The product is [F:1][C:2]1[CH:3]=[CH:4][C:5]([CH2:6][N:7]2[C:19](=[O:20])[C:18]3[C:17]([O:21][CH2:22][O:23][CH3:24])=[C:16]4[C:11]([CH:12]=[CH:13][CH:14]=[N:15]4)=[C:10]([O:25][S:38]([C:41]([F:44])([F:43])[F:42])(=[O:40])=[O:39])[C:9]=3[C:8]2=[O:26])=[CH:27][CH:28]=1. The yield is 1.00. (3) The reactants are CI.[NH:3]1[CH2:9][CH2:8][CH2:7][CH2:6][NH:5][C:4]1=[S:10].[CH3:11]CO. The catalyst is CC(C)=O. The product is [CH3:11][S:10][C:4]1[NH:3][CH2:9][CH2:8][CH2:7][CH2:6][N:5]=1. The yield is 0.860. (4) The catalyst is C1COCC1. The reactants are [OH2:1].Cl.O[NH2:4].C(=O)([O-])[O-].[Na+].[Na+].[O:11]1[C:15]2([CH2:20][CH2:19][CH2:18][CH2:17][CH2:16]2)[O:14][CH2:13][C@@H:12]1[CH:21]=O. The yield is 0.990. The product is [O:11]1[C:15]2([CH2:20][CH2:19][CH2:18][CH2:17][CH2:16]2)[O:14][CH2:13][C@@H:12]1[CH:21]=[N:4][OH:1]. (5) The reactants are [OH:1][CH2:2][CH2:3][C:4]1[CH:11]=[N:10][CH:9]=[CH:8][C:5]=1[C:6]#N.C([O-])(O)=[O:13].[Na+]. The catalyst is Cl. The product is [C:6]1(=[O:13])[C:5]2[CH:8]=[CH:9][N:10]=[CH:11][C:4]=2[CH2:3][CH2:2][O:1]1. The yield is 0.153.